This data is from Reaction yield outcomes from USPTO patents with 853,638 reactions. The task is: Predict the reaction yield, written as a fraction of the theoretical maximum amount of product (1.0 means a 100% yield; for example, 0.34 means a 34% yield). (1) No catalyst specified. The product is [O:19]1[C:18]2[CH:23]=[CH:24][C:15]([CH:7]([C:6]3[CH:9]=[CH:10][C:11]([O:12][CH3:13])=[C:4]([O:3][CH2:1][CH3:2])[CH:5]=3)[OH:8])=[CH:16][C:17]=2[O:22][CH2:21][CH2:20]1. The yield is 0.560. The reactants are [CH2:1]([O:3][C:4]1[CH:5]=[C:6]([CH:9]=[CH:10][C:11]=1[O:12][CH3:13])[CH:7]=[O:8])[CH3:2].Br[C:15]1[CH:24]=[CH:23][C:18]2[O:19][CH2:20][CH2:21][O:22][C:17]=2[CH:16]=1.C([Li])CCC.O1C2C=CC(C(C3C=C(OC)C=C(OC)C=3)O)=CC=2OCC1. (2) The reactants are [Cl:1][C:2]1[C:3]([O:13][CH:14]([CH3:16])[CH3:15])=[N:4][CH:5]=[C:6]2[C:11]=1[C:10](=[O:12])[NH:9][CH2:8][CH2:7]2.[CH2:17]([O:24][C:25]1[C:30]([CH2:31]Cl)=[C:29]([CH3:33])[CH:28]=[C:27]([CH3:34])[N:26]=1)[C:18]1[CH:23]=[CH:22][CH:21]=[CH:20][CH:19]=1.C[Si]([N-][Si](C)(C)C)(C)C.[K+].C1COCC1. The catalyst is O1CCOCC1. The product is [CH2:17]([O:24][C:25]1[C:30]([CH2:31][N:9]2[CH2:8][CH2:7][C:6]3[C:11](=[C:2]([Cl:1])[C:3]([O:13][CH:14]([CH3:16])[CH3:15])=[N:4][CH:5]=3)[C:10]2=[O:12])=[C:29]([CH3:33])[CH:28]=[C:27]([CH3:34])[N:26]=1)[C:18]1[CH:23]=[CH:22][CH:21]=[CH:20][CH:19]=1. The yield is 0.190.